Dataset: Forward reaction prediction with 1.9M reactions from USPTO patents (1976-2016). Task: Predict the product of the given reaction. (1) Given the reactants C(C1C=C(C(NS(C2C=CC(F)=C(F)C=2)(=O)=O)C)C=CC=1C1C=C(F)C=CC=1OC)C=C.C(OC(C1C(C2C=C(F)C=CC=2OC)=CC=C(C(N)C)C=1)=O)C.CC1C(S(Cl)(=O)=O)=C(C)ON=1.[CH2:67]([O:69][C:70]([C:72]1[C:73]([C:91]2[CH:96]=[C:95]([F:97])[CH:94]=[CH:93][C:92]=2[O:98][CH3:99])=[CH:74][CH:75]=[C:76]([CH:78]([NH:80][S:81]([C:84]2[C:85]([CH3:90])=[N:86][O:87][C:88]=2[CH3:89])(=[O:83])=[O:82])[CH3:79])[CH:77]=1)=[O:71])[CH3:68].[H-].[Al+3].[Li+].[H-].[H-].[H-].Cl, predict the reaction product. The product is: [CH2:67]([O:69][C:70]([C:72]1[C:73]([C:91]2[CH:96]=[C:95]([F:97])[CH:94]=[CH:93][C:92]=2[O:98][CH3:99])=[CH:74][CH:75]=[C:76]([CH:78]([NH:80][S:81]([C:84]2[C:85]([CH3:90])=[N:86][O:87][C:88]=2[CH3:89])(=[O:83])=[O:82])[CH3:79])[CH:77]=1)=[O:71])[CH3:68].[F:97][C:95]1[CH:94]=[CH:93][C:92]([O:98][CH3:99])=[C:91]([C:73]2[CH:74]=[CH:75][C:76]([CH:78]([NH:80][S:81]([C:84]3[C:85]([CH3:90])=[N:86][O:87][C:88]=3[CH3:89])(=[O:83])=[O:82])[CH3:79])=[CH:77][C:72]=2[CH2:70][OH:69])[CH:96]=1. (2) Given the reactants Cl.[NH2:2][C:3]1([CH3:10])[CH2:8][CH2:7][CH:6]([OH:9])[CH2:5][CH2:4]1.[OH-].[Na+].[CH3:13][C:14]([O:17][C:18](O[C:18]([O:17][C:14]([CH3:16])([CH3:15])[CH3:13])=[O:19])=[O:19])([CH3:16])[CH3:15], predict the reaction product. The product is: [OH:9][CH:6]1[CH2:7][CH2:8][C:3]([NH:2][C:18](=[O:19])[O:17][C:14]([CH3:16])([CH3:15])[CH3:13])([CH3:10])[CH2:4][CH2:5]1. (3) Given the reactants C([O:3][C:4](=[O:46])[CH2:5][N:6]([S:33]([N:36]1[C:45]2[C:40](=[CH:41][CH:42]=[CH:43][CH:44]=2)[CH2:39][CH2:38][CH2:37]1)(=[O:35])=[O:34])[CH2:7][C:8]1[CH:13]=[CH:12][C:11]([O:14][CH2:15][CH2:16][C:17]2[N:18]=[C:19]([C:23]3[CH:28]=[CH:27][C:26]([C:29]([F:32])([F:31])[F:30])=[CH:25][CH:24]=3)[O:20][C:21]=2[CH3:22])=[CH:10][CH:9]=1)C.O.[OH-].[Li+], predict the reaction product. The product is: [N:36]1([S:33]([N:6]([CH2:5][C:4]([OH:46])=[O:3])[CH2:7][C:8]2[CH:13]=[CH:12][C:11]([O:14][CH2:15][CH2:16][C:17]3[N:18]=[C:19]([C:23]4[CH:24]=[CH:25][C:26]([C:29]([F:30])([F:31])[F:32])=[CH:27][CH:28]=4)[O:20][C:21]=3[CH3:22])=[CH:10][CH:9]=2)(=[O:35])=[O:34])[C:45]2[C:40](=[CH:41][CH:42]=[CH:43][CH:44]=2)[CH2:39][CH2:38][CH2:37]1. (4) Given the reactants [Br:1][C:2]1[C:3]([OH:12])=[C:4]([C:9](=[O:11])[CH3:10])[CH:5]=[C:6]([Cl:8])[CH:7]=1.C(=O)([O-])[O-].[K+].[K+].[Br:19][CH2:20][CH2:21]Br, predict the reaction product. The product is: [Br:1][C:2]1[C:3]([O:12][CH2:21][CH2:20][Br:19])=[C:4]([C:9](=[O:11])[CH3:10])[CH:5]=[C:6]([Cl:8])[CH:7]=1.